This data is from Merck oncology drug combination screen with 23,052 pairs across 39 cell lines. The task is: Regression. Given two drug SMILES strings and cell line genomic features, predict the synergy score measuring deviation from expected non-interaction effect. (1) Drug 1: CCC1=CC2CN(C1)Cc1c([nH]c3ccccc13)C(C(=O)OC)(c1cc3c(cc1OC)N(C)C1C(O)(C(=O)OC)C(OC(C)=O)C4(CC)C=CCN5CCC31C54)C2. Drug 2: Cc1nc(Nc2ncc(C(=O)Nc3c(C)cccc3Cl)s2)cc(N2CCN(CCO)CC2)n1. Cell line: SW837. Synergy scores: synergy=20.9. (2) Drug 1: O=S1(=O)NC2(CN1CC(F)(F)F)C1CCC2Cc2cc(C=CCN3CCC(C(F)(F)F)CC3)ccc2C1. Drug 2: CCC1=CC2CN(C1)Cc1c([nH]c3ccccc13)C(C(=O)OC)(c1cc3c(cc1OC)N(C)C1C(O)(C(=O)OC)C(OC(C)=O)C4(CC)C=CCN5CCC31C54)C2. Cell line: SKMEL30. Synergy scores: synergy=16.0.